Dataset: Full USPTO retrosynthesis dataset with 1.9M reactions from patents (1976-2016). Task: Predict the reactants needed to synthesize the given product. (1) The reactants are: C(O[C:4]([CH:6]1[C:14](=[O:15])[C:13]2[N:12]=[CH:11][CH:10]=[CH:9][C:8]=2[C:7]1=[O:16])=[O:5])C.[CH3:17][O:18][C:19]1[CH:24]=[CH:23][CH:22]=[C:21]([NH2:25])[CH:20]=1.C(O)(=O)C. Given the product [CH3:17][O:18][C:19]1[CH:20]=[C:21]([NH:25][C:4]([CH:6]2[C:14](=[O:15])[C:13]3[N:12]=[CH:11][CH:10]=[CH:9][C:8]=3[C:7]2=[O:16])=[O:5])[CH:22]=[CH:23][CH:24]=1, predict the reactants needed to synthesize it. (2) Given the product [I:22][C:23]1[CH:28]=[C:27]([CH:26]=[C:25]([C:32]([C:35]2[CH:40]=[C:39]([O:41][C:42]([F:44])([F:45])[F:43])[CH:38]=[C:37]([O:46][CH:47]([CH3:49])[CH3:48])[CH:36]=2)([CH3:33])[CH3:34])[CH:24]=1)[NH2:29], predict the reactants needed to synthesize it. The reactants are: BrC1C=C(C=C(C(C2C=CC=C(OC(F)F)C=2)(C)C)C=1)N.[I:22][C:23]1[CH:28]=[C:27]([N+:29]([O-])=O)[CH:26]=[C:25]([C:32]([C:35]2[CH:40]=[C:39]([O:41][C:42]([F:45])([F:44])[F:43])[CH:38]=[C:37]([O:46][CH:47]([CH3:49])[CH3:48])[CH:36]=2)([CH3:34])[CH3:33])[CH:24]=1. (3) The reactants are: [Br:1][C:2]1[CH:22]=[CH:21][C:5]([CH2:6][NH:7][C:8]2[CH:17]=[CH:16][C:11]([C:12]([O:14][CH3:15])=[O:13])=[CH:10][C:9]=2[N+:18]([O-])=O)=[CH:4][CH:3]=1.[NH4+].[Cl-]. Given the product [NH2:18][C:9]1[CH:10]=[C:11]([CH:16]=[CH:17][C:8]=1[NH:7][CH2:6][C:5]1[CH:21]=[CH:22][C:2]([Br:1])=[CH:3][CH:4]=1)[C:12]([O:14][CH3:15])=[O:13], predict the reactants needed to synthesize it.